Dataset: NCI-60 drug combinations with 297,098 pairs across 59 cell lines. Task: Regression. Given two drug SMILES strings and cell line genomic features, predict the synergy score measuring deviation from expected non-interaction effect. Drug 1: CCCS(=O)(=O)NC1=C(C(=C(C=C1)F)C(=O)C2=CNC3=C2C=C(C=N3)C4=CC=C(C=C4)Cl)F. Cell line: NCI-H226. Drug 2: CC1CCC2CC(C(=CC=CC=CC(CC(C(=O)C(C(C(=CC(C(=O)CC(OC(=O)C3CCCCN3C(=O)C(=O)C1(O2)O)C(C)CC4CCC(C(C4)OC)O)C)C)O)OC)C)C)C)OC. Synergy scores: CSS=25.2, Synergy_ZIP=7.18, Synergy_Bliss=11.8, Synergy_Loewe=-4.64, Synergy_HSA=10.7.